From a dataset of Serine/threonine kinase 33 screen with 319,792 compounds. Binary Classification. Given a drug SMILES string, predict its activity (active/inactive) in a high-throughput screening assay against a specified biological target. (1) The drug is O(c1ccc(NC(=O)c2cc3nccnc3cc2)cc1)C. The result is 0 (inactive). (2) The compound is S(=O)(=O)(CC(=O)N1CCOCC1)Cc1nc(oc1C)c1c(cccc1)C. The result is 0 (inactive).